This data is from Peptide-MHC class I binding affinity with 185,985 pairs from IEDB/IMGT. The task is: Regression. Given a peptide amino acid sequence and an MHC pseudo amino acid sequence, predict their binding affinity value. This is MHC class I binding data. The peptide sequence is GIAHLLEHL. The MHC is HLA-A02:01 with pseudo-sequence HLA-A02:01. The binding affinity (normalized) is 0.244.